From a dataset of Reaction yield outcomes from USPTO patents with 853,638 reactions. Predict the reaction yield, written as a fraction of the theoretical maximum amount of product (1.0 means a 100% yield; for example, 0.34 means a 34% yield). (1) The reactants are [O:1]([C:8]1[CH:28]=[CH:27][C:11]([O:12][C:13]2[CH:18]=[CH:17][N:16]=[CH:15][C:14]=2[C:19]2[CH:20]=[C:21]([CH2:25][NH2:26])[CH:22]=[CH:23][CH:24]=2)=[CH:10][CH:9]=1)[C:2]1[CH:7]=[CH:6][CH:5]=[CH:4][CH:3]=1.[C:29](O)(=[O:33])/[CH:30]=[CH:31]/[CH3:32]. No catalyst specified. The product is [O:1]([C:8]1[CH:9]=[CH:10][C:11]([O:12][C:13]2[CH:18]=[CH:17][N:16]=[CH:15][C:14]=2[C:19]2[CH:20]=[C:21]([CH:22]=[CH:23][CH:24]=2)[CH2:25][NH:26][C:29](=[O:33])/[CH:30]=[CH:31]/[CH3:32])=[CH:27][CH:28]=1)[C:2]1[CH:7]=[CH:6][CH:5]=[CH:4][CH:3]=1. The yield is 0.720. (2) The reactants are Cl[C:2]1[N:7]=[C:6]([NH:8][C:9]2[CH:14]=[CH:13][C:12]3[O:15][CH2:16][CH2:17][O:18][C:11]=3[CH:10]=2)[C:5]([F:19])=[CH:4][N:3]=1.[NH2:20][C:21]1[CH:22]=[N:23][CH:24]=[CH:25][CH:26]=1.CC(C)([O-])C.[Na+].C1C=CC(P(C2C=CC3C(=CC=CC=3)C=2C2C3C(=CC=CC=3)C=CC=2P(C2C=CC=CC=2)C2C=CC=CC=2)C2C=CC=CC=2)=CC=1.C(N(CC)C(C)C)(C)C. The catalyst is C1(C)C=CC=CC=1.C([O-])(=O)C.[Pd+2].C([O-])(=O)C. The product is [CH2:17]1[CH2:16][O:15][C:12]2[CH:13]=[CH:14][C:9]([NH:8][C:6]3[C:5]([F:19])=[CH:4][N:3]=[C:2]([NH:20][C:21]4[CH:22]=[N:23][CH:24]=[CH:25][CH:26]=4)[N:7]=3)=[CH:10][C:11]=2[O:18]1. The yield is 0.140. (3) The reactants are [OH2:1].[NH2:2][C@@H:3]([CH2:7][CH:8]1[CH2:13][CH2:12][CH2:11][CH2:10][CH2:9]1)[C:4]([OH:6])=[O:5].[C:14](#N)[CH3:15]. No catalyst specified. The product is [CH:8]1([CH2:7][C@H:3]([N:2]2[CH2:15][C:14]3[C:9](=[CH:8][CH:7]=[CH:3][CH:4]=3)[C:10]2=[O:1])[C:4]([OH:6])=[O:5])[CH2:13][CH2:12][CH2:11][CH2:10][CH2:9]1. The yield is 0.780. (4) The catalyst is O1CCCC1.C(OCC)(=O)C. The yield is 0.850. The reactants are [CH:1]1([CH2:7][NH2:8])[CH2:6][CH2:5][CH2:4][CH2:3][CH2:2]1.C(N(CC)CC)C.[C:16](O[C:16]([O:18][C:19]([CH3:22])([CH3:21])[CH3:20])=[O:17])([O:18][C:19]([CH3:22])([CH3:21])[CH3:20])=[O:17].O. The product is [CH:1]1([CH2:7][NH:8][C:16](=[O:17])[O:18][C:19]([CH3:22])([CH3:21])[CH3:20])[CH2:6][CH2:5][CH2:4][CH2:3][CH2:2]1.